Task: Predict the product of the given reaction.. Dataset: Forward reaction prediction with 1.9M reactions from USPTO patents (1976-2016) Given the reactants Br[C:2]1[N:3]=[C:4]([O:28][CH3:29])[C:5]([N:8](COCC[Si](C)(C)C)[S:9]([C:12]2[CH:17]=[CH:16][CH:15]=[C:14]([Cl:18])[C:13]=2[Cl:19])(=[O:11])=[O:10])=[N:6][CH:7]=1.Cl.[NH2:31][CH2:32][CH2:33][SH:34], predict the reaction product. The product is: [NH2:31][CH2:32][CH2:33][S:34][C:2]1[N:3]=[C:4]([O:28][CH3:29])[C:5]([NH:8][S:9]([C:12]2[CH:17]=[CH:16][CH:15]=[C:14]([Cl:18])[C:13]=2[Cl:19])(=[O:10])=[O:11])=[N:6][CH:7]=1.